From a dataset of Full USPTO retrosynthesis dataset with 1.9M reactions from patents (1976-2016). Predict the reactants needed to synthesize the given product. (1) Given the product [Cl:27][C:5]1[C:4]2[C:9](=[CH:10][C:11]([O:13][CH3:14])=[CH:12][C:3]=2[O:2][CH3:1])[N:8]=[CH:7][CH:6]=1, predict the reactants needed to synthesize it. The reactants are: [CH3:1][O:2][C:3]1[CH:12]=[C:11]([O:13][CH3:14])[CH:10]=[C:9]2[C:4]=1[C:5](O)=[CH:6][CH:7]=[N:8]2.CCN(C(C)C)C(C)C.O=P(Cl)(Cl)[Cl:27]. (2) Given the product [CH3:15][C:13]([Si:16]([C:29]1[CH:34]=[CH:33][CH:32]=[CH:31][CH:30]=1)([C:35]1[CH:36]=[CH:37][CH:38]=[CH:39][CH:40]=1)[O:17][C:18]1[CH:26]=[CH:25][C:21]2[NH:22][CH:23]=[N:24][C:20]=2[CH:19]=1)([CH3:12])[CH3:14], predict the reactants needed to synthesize it. The reactants are: NC1C=CC(O)=CC=1[N+]([O-])=O.[CH3:12][C:13]([Si:16]([C:35]1[CH:40]=[CH:39][CH:38]=[CH:37][CH:36]=1)([C:29]1[CH:34]=[CH:33][CH:32]=[CH:31][CH:30]=1)[O:17][C:18]1[C:26](OC)=[CH:25][C:21]2[NH:22][CH:23]=[N:24][C:20]=2[CH:19]=1)([CH3:15])[CH3:14]. (3) Given the product [CH2:15]([O:22][C:23](=[O:57])[C:24]1[CH:29]=[CH:28][C:27]([C:30]2[CH:35]=[C:34]([C:36]3[C:41]([CH2:42][CH3:43])=[CH:40][CH:39]=[CH:38][C:37]=3[CH2:44][CH3:45])[N:33]=[C:32]([CH3:46])[C:31]=2[CH2:47][N:61]2[CH2:62][CH2:63][CH2:64][C:59]([CH3:65])([CH3:58])[CH2:60]2)=[CH:26][C:25]=1[O:49][CH2:50][C:51]1[CH:52]=[CH:53][CH:54]=[CH:55][CH:56]=1)[C:16]1[CH:21]=[CH:20][CH:19]=[CH:18][CH:17]=1, predict the reactants needed to synthesize it. The reactants are: [BH-](OC(C)=O)(OC(C)=O)OC(C)=O.[Na+].[CH2:15]([O:22][C:23](=[O:57])[C:24]1[CH:29]=[CH:28][C:27]([C:30]2[CH:35]=[C:34]([C:36]3[C:41]([CH2:42][CH3:43])=[CH:40][CH:39]=[CH:38][C:37]=3[CH2:44][CH3:45])[N:33]=[C:32]([CH3:46])[C:31]=2[CH:47]=O)=[CH:26][C:25]=1[O:49][CH2:50][C:51]1[CH:56]=[CH:55][CH:54]=[CH:53][CH:52]=1)[C:16]1[CH:21]=[CH:20][CH:19]=[CH:18][CH:17]=1.[CH3:58][C:59]1([CH3:65])[CH2:64][CH2:63][CH2:62][NH:61][CH2:60]1. (4) Given the product [CH3:1][O:2][C:3]1[CH:4]=[CH:5][C:6]([C:7]([NH:9][C:10]2[C:11]([NH:16][C:17]([CH:19]3[CH2:20][CH2:21][N:22]([CH2:34][C:33]4[CH:36]=[CH:37][C:30]([N+:27]([O-:29])=[O:28])=[CH:31][CH:32]=4)[CH2:23][CH2:24]3)=[O:18])=[CH:12][CH:13]=[CH:14][CH:15]=2)=[O:8])=[CH:25][CH:26]=1, predict the reactants needed to synthesize it. The reactants are: [CH3:1][O:2][C:3]1[CH:26]=[CH:25][C:6]([C:7]([NH:9][C:10]2[C:11]([NH:16][C:17]([CH:19]3[CH2:24][CH2:23][NH:22][CH2:21][CH2:20]3)=[O:18])=[CH:12][CH:13]=[CH:14][CH:15]=2)=[O:8])=[CH:5][CH:4]=1.[N+:27]([C:30]1[CH:37]=[CH:36][C:33]([CH:34]=O)=[CH:32][CH:31]=1)([O-:29])=[O:28]. (5) Given the product [C:26]([C:29]1[CH:37]=[CH:36][C:32]([C:33]([N:15]2[CH2:14][C@H:13]([NH:12][C:11](=[O:25])[O:10][C:6]([CH3:9])([CH3:7])[CH3:8])[C:19](=[O:20])[NH:18][C:17]3[CH:21]=[CH:22][CH:23]=[CH:24][C:16]2=3)=[O:34])=[CH:31][CH:30]=1)(=[O:28])[CH3:27], predict the reactants needed to synthesize it. The reactants are: P(Cl)(Cl)(Cl)=O.[C:6]([O:10][C:11](=[O:25])[NH:12][C@@H:13]1[C:19](=[O:20])[NH:18][C:17]2[CH:21]=[CH:22][CH:23]=[CH:24][C:16]=2[NH:15][CH2:14]1)([CH3:9])([CH3:8])[CH3:7].[C:26]([C:29]1[CH:37]=[CH:36][C:32]([C:33](O)=[O:34])=[CH:31][CH:30]=1)(=[O:28])[CH3:27].